From a dataset of Peptide-MHC class I binding affinity with 185,985 pairs from IEDB/IMGT. Regression. Given a peptide amino acid sequence and an MHC pseudo amino acid sequence, predict their binding affinity value. This is MHC class I binding data. (1) The peptide sequence is IEFIEVVRL. The MHC is HLA-A11:01 with pseudo-sequence HLA-A11:01. The binding affinity (normalized) is 0.0847. (2) The peptide sequence is QFAGGSFDF. The MHC is HLA-B15:01 with pseudo-sequence HLA-B15:01. The binding affinity (normalized) is 0.458. (3) The peptide sequence is LAGLFIDAGY. The MHC is HLA-A30:02 with pseudo-sequence HLA-A30:02. The binding affinity (normalized) is 0.525. (4) The peptide sequence is AEIPKLAYF. The MHC is Mamu-A11 with pseudo-sequence Mamu-A11. The binding affinity (normalized) is 0.650. (5) The peptide sequence is EISTNIRQAGVQYSR. The MHC is HLA-A68:02 with pseudo-sequence HLA-A68:02. The binding affinity (normalized) is 0.